From a dataset of Forward reaction prediction with 1.9M reactions from USPTO patents (1976-2016). Predict the product of the given reaction. Given the reactants [NH2:1][CH2:2][C@H:3]1[CH2:7][CH2:6][N:5]([C:8]([O:10][C:11]([CH3:14])([CH3:13])[CH3:12])=[O:9])[CH2:4]1.[CH3:15][N:16]1[CH2:21][CH2:20][C:19](=O)[CH2:18][CH2:17]1, predict the reaction product. The product is: [C:11]([O:10][C:8]([N:5]1[CH2:6][CH2:7][C@H:3]([CH2:2][NH:1][CH:19]2[CH2:20][CH2:21][N:16]([CH3:15])[CH2:17][CH2:18]2)[CH2:4]1)=[O:9])([CH3:14])([CH3:13])[CH3:12].